This data is from NCI-60 drug combinations with 297,098 pairs across 59 cell lines. The task is: Regression. Given two drug SMILES strings and cell line genomic features, predict the synergy score measuring deviation from expected non-interaction effect. (1) Drug 1: CC12CCC3C(C1CCC2=O)CC(=C)C4=CC(=O)C=CC34C. Drug 2: C1CN(CCN1C(=O)CCBr)C(=O)CCBr. Cell line: 786-0. Synergy scores: CSS=52.1, Synergy_ZIP=-2.00, Synergy_Bliss=-1.13, Synergy_Loewe=-6.48, Synergy_HSA=-1.88. (2) Drug 1: C1CCC(CC1)NC(=O)N(CCCl)N=O. Drug 2: CC(C)(C#N)C1=CC(=CC(=C1)CN2C=NC=N2)C(C)(C)C#N. Cell line: SK-MEL-2. Synergy scores: CSS=12.7, Synergy_ZIP=-5.45, Synergy_Bliss=-5.01, Synergy_Loewe=-5.67, Synergy_HSA=-5.67. (3) Drug 1: CN(C)N=NC1=C(NC=N1)C(=O)N. Drug 2: CC1=C(N=C(N=C1N)C(CC(=O)N)NCC(C(=O)N)N)C(=O)NC(C(C2=CN=CN2)OC3C(C(C(C(O3)CO)O)O)OC4C(C(C(C(O4)CO)O)OC(=O)N)O)C(=O)NC(C)C(C(C)C(=O)NC(C(C)O)C(=O)NCCC5=NC(=CS5)C6=NC(=CS6)C(=O)NCCC[S+](C)C)O. Cell line: K-562. Synergy scores: CSS=5.25, Synergy_ZIP=-5.75, Synergy_Bliss=-3.44, Synergy_Loewe=-8.05, Synergy_HSA=-7.99. (4) Drug 1: CC1C(C(=O)NC(C(=O)N2CCCC2C(=O)N(CC(=O)N(C(C(=O)O1)C(C)C)C)C)C(C)C)NC(=O)C3=C4C(=C(C=C3)C)OC5=C(C(=O)C(=C(C5=N4)C(=O)NC6C(OC(=O)C(N(C(=O)CN(C(=O)C7CCCN7C(=O)C(NC6=O)C(C)C)C)C)C(C)C)C)N)C. Drug 2: C1CC(=O)NC(=O)C1N2C(=O)C3=CC=CC=C3C2=O. Cell line: MDA-MB-231. Synergy scores: CSS=24.1, Synergy_ZIP=-5.12, Synergy_Bliss=-1.29, Synergy_Loewe=-69.9, Synergy_HSA=-2.68. (5) Drug 1: CC=C1C(=O)NC(C(=O)OC2CC(=O)NC(C(=O)NC(CSSCCC=C2)C(=O)N1)C(C)C)C(C)C. Drug 2: CC1CCC2CC(C(=CC=CC=CC(CC(C(=O)C(C(C(=CC(C(=O)CC(OC(=O)C3CCCCN3C(=O)C(=O)C1(O2)O)C(C)CC4CCC(C(C4)OC)OCCO)C)C)O)OC)C)C)C)OC. Cell line: CCRF-CEM. Synergy scores: CSS=42.2, Synergy_ZIP=1.76, Synergy_Bliss=-2.17, Synergy_Loewe=-40.0, Synergy_HSA=-9.62. (6) Drug 1: CC1=CC=C(C=C1)C2=CC(=NN2C3=CC=C(C=C3)S(=O)(=O)N)C(F)(F)F. Drug 2: C1C(C(OC1N2C=C(C(=O)NC2=O)F)CO)O. Cell line: OVCAR-5. Synergy scores: CSS=18.6, Synergy_ZIP=-4.13, Synergy_Bliss=-1.21, Synergy_Loewe=2.79, Synergy_HSA=3.72. (7) Drug 1: C1CN(P(=O)(OC1)NCCCl)CCCl. Drug 2: B(C(CC(C)C)NC(=O)C(CC1=CC=CC=C1)NC(=O)C2=NC=CN=C2)(O)O. Cell line: SK-OV-3. Synergy scores: CSS=27.0, Synergy_ZIP=3.04, Synergy_Bliss=3.91, Synergy_Loewe=-27.4, Synergy_HSA=3.22. (8) Drug 1: CC1=C2C(C(=O)C3(C(CC4C(C3C(C(C2(C)C)(CC1OC(=O)C(C(C5=CC=CC=C5)NC(=O)OC(C)(C)C)O)O)OC(=O)C6=CC=CC=C6)(CO4)OC(=O)C)OC)C)OC. Drug 2: N.N.Cl[Pt+2]Cl. Cell line: SR. Synergy scores: CSS=96.1, Synergy_ZIP=18.9, Synergy_Bliss=18.5, Synergy_Loewe=-14.3, Synergy_HSA=19.8. (9) Drug 1: CC12CCC3C(C1CCC2=O)CC(=C)C4=CC(=O)C=CC34C. Drug 2: CN(CC1=CN=C2C(=N1)C(=NC(=N2)N)N)C3=CC=C(C=C3)C(=O)NC(CCC(=O)O)C(=O)O. Cell line: SNB-75. Synergy scores: CSS=37.0, Synergy_ZIP=-12.3, Synergy_Bliss=-2.14, Synergy_Loewe=0.390, Synergy_HSA=0.330. (10) Drug 1: CS(=O)(=O)CCNCC1=CC=C(O1)C2=CC3=C(C=C2)N=CN=C3NC4=CC(=C(C=C4)OCC5=CC(=CC=C5)F)Cl. Drug 2: CC1CC(C(C(C=C(C(C(C=CC=C(C(=O)NC2=CC(=O)C(=C(C1)C2=O)OC)C)OC)OC(=O)N)C)C)O)OC. Cell line: UACC62. Synergy scores: CSS=57.1, Synergy_ZIP=3.84, Synergy_Bliss=3.88, Synergy_Loewe=3.59, Synergy_HSA=5.90.